Dataset: Peptide-MHC class II binding affinity with 134,281 pairs from IEDB. Task: Regression. Given a peptide amino acid sequence and an MHC pseudo amino acid sequence, predict their binding affinity value. This is MHC class II binding data. (1) The peptide sequence is GGQSSFYSDWYQPAC. The MHC is DRB1_0701 with pseudo-sequence DRB1_0701. The binding affinity (normalized) is 0.0488. (2) The peptide sequence is YKKLRTSSFALNLPT. The MHC is DRB1_0701 with pseudo-sequence DRB1_0701. The binding affinity (normalized) is 0.836. (3) The MHC is DRB1_1302 with pseudo-sequence DRB1_1302. The binding affinity (normalized) is 0.684. The peptide sequence is ERFAVNPGLLETSEGCR.